This data is from Catalyst prediction with 721,799 reactions and 888 catalyst types from USPTO. The task is: Predict which catalyst facilitates the given reaction. (1) Reactant: [CH3:1][N:2]1[CH2:7][CH2:6][NH:5][CH2:4][CH2:3]1.[C:8]([C:11]1[CH:12]=[CH:13][C:14]([NH:31][CH2:32][CH3:33])=[C:15]([N:17]=[C:18]2[N:22]([CH2:23][C:24]3[CH:29]=[CH:28][CH:27]=[CH:26][CH:25]=3)[C:21](=[O:30])[CH2:20][S:19]2)[CH:16]=1)(=[O:10])[CH3:9].[CH3:34]OC(OC)N(C)C. Product: [C:8]([C:11]1[CH:12]=[CH:13][C:14]([NH:31][CH2:32][CH3:33])=[C:15]([N:17]=[C:18]2[N:22]([CH2:23][C:24]3[CH:25]=[CH:26][CH:27]=[CH:28][CH:29]=3)[C:21](=[O:30])[C:20](=[CH:1][N:2]3[CH2:7][CH2:6][N:5]([CH3:34])[CH2:4][CH2:3]3)[S:19]2)[CH:16]=1)(=[O:10])[CH3:9]. The catalyst class is: 11. (2) Reactant: C(NC(C)C)(C)C.C([Li])CCC.[Cl:13][C:14]1[S:15][CH:16]=[CH:17][C:18]=1[CH:19]1[CH2:21][CH2:20]1.[C:22](=[O:24])=[O:23]. Product: [Cl:13][C:14]1[S:15][C:16]([C:22]([OH:24])=[O:23])=[CH:17][C:18]=1[CH:19]1[CH2:21][CH2:20]1. The catalyst class is: 20. (3) Reactant: [C:1]([O:5][C:6](=[O:21])[N:7]([CH2:9][C:10]1[CH:15]=[C:14]([N+:16]([O-:18])=[O:17])[CH:13]=[C:12]([F:19])[C:11]=1[OH:20])[CH3:8])([CH3:4])([CH3:3])[CH3:2].C([O-])([O-])=O.[K+].[K+].Cl[C:29]([F:34])([F:33])C([O-])=O.[Na+]. Product: [F:33][CH:29]([F:34])[O:20][C:11]1[C:12]([F:19])=[CH:13][C:14]([N+:16]([O-:18])=[O:17])=[CH:15][C:10]=1[CH2:9][N:7]([CH3:8])[C:6](=[O:21])[O:5][C:1]([CH3:4])([CH3:2])[CH3:3]. The catalyst class is: 303.